Dataset: Catalyst prediction with 721,799 reactions and 888 catalyst types from USPTO. Task: Predict which catalyst facilitates the given reaction. (1) Reactant: [C:1]1([NH:7][C:8]([NH:10][C:11]2[CH:16]=[CH:15][C:14]([C:17]3[C:21]([C:22]4[CH:27]=[CH:26][N:25]=[C:24]5[NH:28][CH:29]=[CH:30][C:23]=45)=[CH:20][N:19]([CH2:31][C:32](O)=[O:33])[N:18]=3)=[CH:13][CH:12]=2)=[O:9])[CH:6]=[CH:5][CH:4]=[CH:3][CH:2]=1.C(N=C=NCCCN(C)C)C.[CH3:46][O:47][C:48]1[CH:53]=[CH:52][CH:51]=[C:50]([NH2:54])[CH:49]=1. The catalyst class is: 468. Product: [CH3:46][O:47][C:48]1[CH:49]=[C:50]([NH:54][C:32](=[O:33])[CH2:31][N:19]2[CH:20]=[C:21]([C:22]3[CH:27]=[CH:26][N:25]=[C:24]4[NH:28][CH:29]=[CH:30][C:23]=34)[C:17]([C:14]3[CH:15]=[CH:16][C:11]([NH:10][C:8]([NH:7][C:1]4[CH:6]=[CH:5][CH:4]=[CH:3][CH:2]=4)=[O:9])=[CH:12][CH:13]=3)=[N:18]2)[CH:51]=[CH:52][CH:53]=1. (2) Reactant: [OH:1][CH:2]1[CH2:7][CH2:6][N:5]([C:8]([O:10][C:11]([CH3:14])([CH3:13])[CH3:12])=[O:9])[CH2:4][CH2:3]1.C(O[K])(C)(C)C.Cl[CH2:22][C:23]([N:25]1[CH2:30][CH2:29][O:28][CH2:27][CH2:26]1)=[O:24].O. Product: [N:25]1([C:23](=[O:24])[CH2:22][O:1][CH:2]2[CH2:3][CH2:4][N:5]([C:8]([O:10][C:11]([CH3:14])([CH3:13])[CH3:12])=[O:9])[CH2:6][CH2:7]2)[CH2:30][CH2:29][O:28][CH2:27][CH2:26]1. The catalyst class is: 1.